From a dataset of TCR-epitope binding with 47,182 pairs between 192 epitopes and 23,139 TCRs. Binary Classification. Given a T-cell receptor sequence (or CDR3 region) and an epitope sequence, predict whether binding occurs between them. (1) The epitope is KPLEFGATSAAL. The TCR CDR3 sequence is CASSQVGLSYEQYF. Result: 1 (the TCR binds to the epitope). (2) The epitope is YVFCTVNAL. The TCR CDR3 sequence is CASSQDIVGTGKGYTF. Result: 0 (the TCR does not bind to the epitope). (3) The epitope is FVDGVPFVV. The TCR CDR3 sequence is CASAANYGYTF. Result: 1 (the TCR binds to the epitope). (4) The epitope is ARMILMTHF. The TCR CDR3 sequence is CASSFDGGNQPQHF. Result: 1 (the TCR binds to the epitope). (5) The epitope is ILGLPTQTV. The TCR CDR3 sequence is CASTSPGRYEQFF. Result: 1 (the TCR binds to the epitope). (6) The epitope is FLPRVFSAV. The TCR CDR3 sequence is CASSLTSGSTDTQYF. Result: 1 (the TCR binds to the epitope). (7) The epitope is EPLPQGQLTAY. The TCR CDR3 sequence is CASSFTSGTPDGYTF. Result: 0 (the TCR does not bind to the epitope).